Dataset: Blood-brain barrier permeability classification from the B3DB database. Task: Regression/Classification. Given a drug SMILES string, predict its absorption, distribution, metabolism, or excretion properties. Task type varies by dataset: regression for continuous measurements (e.g., permeability, clearance, half-life) or binary classification for categorical outcomes (e.g., BBB penetration, CYP inhibition). Dataset: b3db_classification. (1) The compound is CN1CCCN=C1COC(=O)C(O)(c1ccccc1)C1CCCCC1. The result is 0 (does not penetrate BBB). (2) The result is 1 (penetrates BBB). The compound is CC[C@@]1(c2ccccc2)C(=O)NC(=O)N1C. (3) The drug is CCCC(C)(COC(N)=O)COC(N)=O. The result is 1 (penetrates BBB).